This data is from Full USPTO retrosynthesis dataset with 1.9M reactions from patents (1976-2016). The task is: Predict the reactants needed to synthesize the given product. (1) Given the product [CH3:11][O:12][N:13]1[CH:14]([CH3:15])[CH2:3][C:2]([CH3:1])=[CH:4][CH2:9][CH2:8][CH2:7][CH2:6][C:5]1=[O:10], predict the reactants needed to synthesize it. The reactants are: [CH2:1]=[C:2]([CH:4]1[CH2:9][CH2:8][CH2:7][CH2:6][C:5]1=[O:10])[CH3:3].[CH3:11][O:12][N:13]=[CH:14][CH3:15].Cl[Sn](Cl)(Cl)Cl. (2) Given the product [Br:33][CH:8]([C:4]1[CH:5]=[CH:6][CH:7]=[C:2]([Cl:1])[C:3]=1[F:13])[CH2:9][CH2:10][CH3:11], predict the reactants needed to synthesize it. The reactants are: [Cl:1][C:2]1[C:3]([F:13])=[C:4]([CH:8](O)[CH2:9][CH2:10][CH3:11])[CH:5]=[CH:6][CH:7]=1.C1(P(C2C=CC=CC=2)C2C=CC=CC=2)C=CC=CC=1.[Br:33]C(Br)(Br)C(C(Br)(Br)Br)=O. (3) Given the product [F:10][C:8]1[CH:7]=[C:6]([C:11]2[CH:16]=[CH:15][CH:14]=[CH:13][C:12]=2[C:17]2[CH:18]=[CH:19][CH:20]=[CH:21][CH:22]=2)[C:5]([OH:23])=[C:4]([CH:1]=[CH:2][CH3:3])[CH:9]=1, predict the reactants needed to synthesize it. The reactants are: [CH2:1]([C:4]1[CH:9]=[C:8]([F:10])[CH:7]=[C:6]([C:11]2[CH:16]=[CH:15][CH:14]=[CH:13][C:12]=2[C:17]2[CH:22]=[CH:21][CH:20]=[CH:19][CH:18]=2)[C:5]=1[OH:23])[CH:2]=[CH2:3]. (4) Given the product [CH2:20]([NH:19][C:17](/[C:16](=[CH:8]/[CH:7]=[CH:6]/[C:5]1[CH:10]=[CH:11][C:12]([OH:13])=[C:3]([O:2][CH3:1])[CH:4]=1)/[C:14]#[N:15])=[O:18])[C:21]1[CH:26]=[CH:25][CH:24]=[CH:23][CH:22]=1, predict the reactants needed to synthesize it. The reactants are: [CH3:1][O:2][C:3]1[CH:4]=[C:5]([CH:10]=[CH:11][C:12]=1[OH:13])[CH:6]=[CH:7][CH:8]=O.[C:14]([CH2:16][C:17]([N-:19][CH2:20][C:21]1[CH:26]=[CH:25][CH:24]=[CH:23][CH:22]=1)=[O:18])#[N:15].N1CCCCC1.Cl.